Predict the reaction yield, written as a fraction of the theoretical maximum amount of product (1.0 means a 100% yield; for example, 0.34 means a 34% yield). From a dataset of Reaction yield outcomes from USPTO patents with 853,638 reactions. The catalyst is CS(C)=O. The reactants are [N+:1]([C:4]1[CH:5]=[C:6]([CH:10]=[CH:11][C:12]=1[F:13])[C:7]([OH:9])=[O:8])([O-:3])=[O:2].[CH3:14]I.[OH-].[K+]. The yield is 0.680. The product is [CH3:14][O:8][C:7](=[O:9])[C:6]1[CH:10]=[CH:11][C:12]([F:13])=[C:4]([N+:1]([O-:3])=[O:2])[CH:5]=1.